Task: Regression. Given two drug SMILES strings and cell line genomic features, predict the synergy score measuring deviation from expected non-interaction effect.. Dataset: NCI-60 drug combinations with 297,098 pairs across 59 cell lines (1) Drug 1: CC=C1C(=O)NC(C(=O)OC2CC(=O)NC(C(=O)NC(CSSCCC=C2)C(=O)N1)C(C)C)C(C)C. Drug 2: C1=CC=C(C=C1)NC(=O)CCCCCCC(=O)NO. Cell line: OVCAR-8. Synergy scores: CSS=57.5, Synergy_ZIP=-0.522, Synergy_Bliss=0.977, Synergy_Loewe=2.22, Synergy_HSA=5.77. (2) Drug 1: CS(=O)(=O)C1=CC(=C(C=C1)C(=O)NC2=CC(=C(C=C2)Cl)C3=CC=CC=N3)Cl. Drug 2: N.N.Cl[Pt+2]Cl. Cell line: SK-OV-3. Synergy scores: CSS=2.00, Synergy_ZIP=-0.754, Synergy_Bliss=-0.785, Synergy_Loewe=-1.29, Synergy_HSA=-1.40. (3) Drug 1: CCC1=C2CN3C(=CC4=C(C3=O)COC(=O)C4(CC)O)C2=NC5=C1C=C(C=C5)O. Drug 2: CC1CCC2CC(C(=CC=CC=CC(CC(C(=O)C(C(C(=CC(C(=O)CC(OC(=O)C3CCCCN3C(=O)C(=O)C1(O2)O)C(C)CC4CCC(C(C4)OC)OCCO)C)C)O)OC)C)C)C)OC. Cell line: ACHN. Synergy scores: CSS=39.9, Synergy_ZIP=-0.477, Synergy_Bliss=-1.09, Synergy_Loewe=-34.7, Synergy_HSA=-0.736.